Dataset: Forward reaction prediction with 1.9M reactions from USPTO patents (1976-2016). Task: Predict the product of the given reaction. (1) The product is: [NH:19]1[CH:24]=[CH:23][N:22]=[C:1]1[C@@H:3]1[CH2:7][CH2:6][CH2:5][N:4]1[C:8]([O:10][C:11]([CH3:14])([CH3:13])[CH3:12])=[O:9]. Given the reactants [CH:1]([C@@H:3]1[CH2:7][CH2:6][CH2:5][N:4]1[C:8]([O:10][C:11]([CH3:14])([CH3:13])[CH3:12])=[O:9])=O.C([O-])(=O)C.[NH4+:19].C([N:22](CC)[CH2:23][CH3:24])C, predict the reaction product. (2) Given the reactants [CH:1]1([C:4]2[C:5]([O:13][CH2:14][CH:15]([F:17])[F:16])=[CH:6][C:7]([C:10]([OH:12])=O)=[N:8][CH:9]=2)[CH2:3][CH2:2]1.Cl.[CH3:19][C:20]1[O:24][N:23]=[C:22]([C:25]([NH2:32])([CH3:31])[CH2:26][S:27]([CH3:30])(=[O:29])=[O:28])[N:21]=1.Br, predict the reaction product. The product is: [CH:1]1([C:4]2[C:5]([O:13][CH2:14][CH:15]([F:17])[F:16])=[CH:6][C:7]([C:10]([NH:32][C:25]([C:22]3[N:21]=[C:20]([CH3:19])[O:24][N:23]=3)([CH3:31])[CH2:26][S:27]([CH3:30])(=[O:29])=[O:28])=[O:12])=[N:8][CH:9]=2)[CH2:2][CH2:3]1. (3) Given the reactants [H-].[Na+].[Cl-:3].[CH3:4][Si:5]([CH3:30])([CH3:29])[CH2:6][CH2:7][O:8][CH2:9][P+](C1C=CC=CC=1)(C1C=CC=CC=1)C1C=CC=CC=1.[CH2:31]([O:33][C:34]([C:36]1[C:40]([CH:41]=O)=[C:39]([C:43]2[CH:48]=[CH:47][C:46](Cl)=[CH:45][CH:44]=2)[N:38]([C:50]2[CH:55]=[CH:54][CH:53]=[CH:52][C:51]=2Cl)N=1)=[O:35])[CH3:32].[Cl-:57].[NH4+:58], predict the reaction product. The product is: [CH2:31]([O:33][C:34]([C:36]1[C:40]([CH:41]=[CH:9][O:8][CH2:7][CH2:6][Si:5]([CH3:30])([CH3:29])[CH3:4])=[C:39]([C:43]2[CH:48]=[CH:47][C:46]([Cl:3])=[CH:45][CH:44]=2)[N:38]([C:50]2[CH:55]=[CH:54][CH:53]=[CH:52][C:51]=2[Cl:57])[N:58]=1)=[O:35])[CH3:32]. (4) Given the reactants [OH-].[Na+].S(OC)(O[CH3:7])(=O)=O.[C:10]([O:14][C:15]([N:17]1[CH2:21][C@@H:20]([CH2:22][OH:23])[C@H:19]([CH2:24][O:25][Si:26]([C:29]([CH3:32])([CH3:31])[CH3:30])([CH3:28])[CH3:27])[CH2:18]1)=[O:16])([CH3:13])([CH3:12])[CH3:11], predict the reaction product. The product is: [C:10]([O:14][C:15]([N:17]1[CH2:21][C@@H:20]([CH2:22][O:23][CH3:7])[C@H:19]([CH2:24][O:25][Si:26]([C:29]([CH3:32])([CH3:31])[CH3:30])([CH3:27])[CH3:28])[CH2:18]1)=[O:16])([CH3:13])([CH3:12])[CH3:11]. (5) Given the reactants [C:1]([NH:5][C:6]1[N:7]=[C:8]([NH:20][C:21]2[CH:26]=[C:25](/[C:27](=[N:29]/O)/[CH3:28])[CH:24]=[CH:23][N:22]=2)[CH:9]=[C:10]2[C:15]=1[C:14](=[O:16])[N:13]([CH2:17][CH2:18][OH:19])[CH:12]=[CH:11]2)([CH3:4])([CH3:3])[CH3:2], predict the reaction product. The product is: [NH2:29][CH:27]([C:25]1[CH:24]=[CH:23][N:22]=[C:21]([NH:20][C:8]2[CH:9]=[C:10]3[C:15](=[C:6]([NH:5][C:1]([CH3:2])([CH3:3])[CH3:4])[N:7]=2)[C:14](=[O:16])[N:13]([CH2:17][CH2:18][OH:19])[CH:12]=[CH:11]3)[CH:26]=1)[CH3:28].